From a dataset of Reaction yield outcomes from USPTO patents with 853,638 reactions. Predict the reaction yield, written as a fraction of the theoretical maximum amount of product (1.0 means a 100% yield; for example, 0.34 means a 34% yield). (1) The reactants are [C:1]1([CH3:22])[C:2]([NH:7][CH:8]=[C:9]([C:15]2[CH:20]=[CH:19][CH:18]=[CH:17][C:16]=2Br)[C:10]([O:12][CH2:13][CH3:14])=[O:11])=[CH:3][CH:4]=[CH:5][CH:6]=1.P([O-])([O-])([O-])=O.[K+].[K+].[K+]. The catalyst is CN(C)C=O. The product is [C:1]1([CH3:22])[CH:6]=[CH:5][CH:4]=[CH:3][C:2]=1[N:7]1[C:20]2[C:15](=[CH:16][CH:17]=[CH:18][CH:19]=2)[C:9]([C:10]([O:12][CH2:13][CH3:14])=[O:11])=[CH:8]1. The yield is 0.770. (2) The reactants are F[C:2]1[N:7]=[C:6]([C:8]2[C:16]3[C:11](=[CH:12][N:13]=[C:14]([C:17]4[CH:18]=[N:19][N:20]([CH3:22])[CH:21]=4)[CH:15]=3)[N:10](C3CCCCO3)[N:9]=2)[CH:5]=[CH:4][CH:3]=1.[NH2:29][CH2:30][C:31]([CH3:34])([OH:33])[CH3:32]. No catalyst specified. The product is [CH3:32][C:31]([OH:33])([CH3:34])[CH2:30][NH:29][C:2]1[CH:3]=[CH:4][CH:5]=[C:6]([C:8]2[C:16]3[C:11](=[CH:12][N:13]=[C:14]([C:17]4[CH:18]=[N:19][N:20]([CH3:22])[CH:21]=4)[CH:15]=3)[NH:10][N:9]=2)[N:7]=1. The yield is 0.870. (3) The reactants are [C:1]([C:5]1[NH:6][C:7]2[C:12]([CH:13]=1)=[CH:11][CH:10]=[C:9]([N+:14]([O-])=O)[CH:8]=2)([CH3:4])([CH3:3])[CH3:2]. The catalyst is CO.[Ni]. The product is [C:1]([C:5]1[NH:6][C:7]2[C:12]([CH:13]=1)=[CH:11][CH:10]=[C:9]([NH2:14])[CH:8]=2)([CH3:4])([CH3:2])[CH3:3]. The yield is 0.890.